This data is from Aqueous solubility values for 9,982 compounds from the AqSolDB database. The task is: Regression/Classification. Given a drug SMILES string, predict its absorption, distribution, metabolism, or excretion properties. Task type varies by dataset: regression for continuous measurements (e.g., permeability, clearance, half-life) or binary classification for categorical outcomes (e.g., BBB penetration, CYP inhibition). For this dataset (solubility_aqsoldb), we predict Y. (1) The molecule is CC(N)C(O)C(=O)O. The Y is -0.353 log mol/L. (2) The molecule is C=CC1(C=C)C(=O)NC(=O)NC1=O. The Y is -2.06 log mol/L.